From a dataset of Experimentally validated miRNA-target interactions with 360,000+ pairs, plus equal number of negative samples. Binary Classification. Given a miRNA mature sequence and a target amino acid sequence, predict their likelihood of interaction. (1) The miRNA is hsa-miR-185-5p with sequence UGGAGAGAAAGGCAGUUCCUGA. The protein sequence of the target gene is MADTIFGSGNDQWVCPNDRQLALRAKLQTGWSVHTYQTEKQRRKQHLSPAEVEAILQVIQRAERLDVLEQQRIGRLVERLETMRRNVMGNGLSQCLLCGEVLGFLGSSSVFCKDCRKKVCTKCGIEASPGQKRPLWLCKICSEQREVWKRSGAWFYKGLPKYILPLKTPGRADDPHFRPLPTEPAEREPRSSETSRIYTWARGRVVSSDSDSDSDLSSSSLEDRLPSTGVRDRKGDKPWKESGGSVEAPRMGFTHPPGHLSGCQSSLASGETGTGSADPPGGPRPGLTRRAPVKDTPGRA.... Result: 0 (no interaction). (2) The miRNA is hsa-miR-425-3p with sequence AUCGGGAAUGUCGUGUCCGCCC. The protein sequence of the target gene is MGNAGSMDSQQTDFKAHNVPLKLPMPEPGELEERFAIVLNAMNLPPDKARLLRQYDNEKKWELICDQERFQVKNPPHTYIQKLKGYLDPAVTRKKFRRRVQESTQVLRELEISLRTNHIGWVREFLNEENKGLDVLVEYLSFAQYAVTFDFESVESTMESTVDKSKPWSRSIEDLHRGSNLPSPVGNSVSRSGRHSALRYNTLPSRRTLKNSRLVSKKDDVHVCIMCLRAIMNYQYGFNMVMSHPHAVNEIALSLNNKNPRTKALVLELLAAVCLVRGGHEIILSAFDNFKEVCGEKQRF.... Result: 0 (no interaction). (3) The miRNA is hsa-miR-6856-5p with sequence AAGAGAGGAGCAGUGGUGCUGUGG. The protein sequence of the target gene is MRSPRTRGRSGRPLSLLLALLCALRAKVCGASGQFELEILSMQNVNGELQNGNCCGGARNPGDRKCTRDECDTYFKVCLKEYQSRVTAGGPCSFGSGSTPVIGGNTFNLKASRGNDRNRIVLPFSFAWPRSYTLLVEAWDSSNDTVQPDSIIEKASHSGMINPSRQWQTLKQNTGVAHFEYQIRVTCDDYYYGFGCNKFCRPRDDFFGHYACDQNGNKTCMEGWMGPECNRAICRQGCSPKHGSCKLPGDCRCQYGWQGLYCDKCIPHPGCVHGICNEPWQCLCETNWGGQLCDKDLNYC.... Result: 0 (no interaction). (4) The miRNA is hsa-miR-4320 with sequence GGGAUUCUGUAGCUUCCU. The protein sequence of the target gene is MATADTPAPASSGLSPKEEGELEDGEISDDDNNSQIRSRSSSSSSGGGLLPYPRRRPPHSARGGGSGGGGGSSSSSSSSQQQLRNFSRSRHASERGHLRGPSSYRPKEPFRSHPPSVRMPSSSLSESSPRPSFWERSHLALDRFRFRGRPYRGGSRWSRGRGVGERGGKPGCRPPLGGGAGSGFSSSQSWREPSPPRKSSKSFGRSPSRKQNYSSKNENCVEETFEDLLLKYKQIQLELECINKDEKLALSSKEENVQEDPKTLNFEDQTSTDNVSITKDSSKEVAPEEKTQVKTFQAFE.... Result: 0 (no interaction). (5) The miRNA is hsa-miR-23b-3p with sequence AUCACAUUGCCAGGGAUUACCAC. The protein sequence of the target gene is MTEADVNPKAYPLADAHLTKKLLDLVQQSCNYKQLRKGANEATKTLNRGISEFIVMAADAEPLEIILHLPLLCEDKNVPYVFVRSKQALGRACGVSRPVIACSVTIKEGSQLKQQIQSIQQSIERLLV. Result: 1 (interaction). (6) The miRNA is mmu-miR-384-5p with sequence UGUAAACAAUUCCUAGGCAAUGU. The protein sequence of the target gene is MLSGARCRLASALRGTRAPPSAVARRCLHASGSRPLADRGKKTEEPPRDFDPALLEFLVCPLSKKPLRYEASTNELINEELGIAYPIIDGIPNMIPQAARMTRQSKKQEEVEQR. Result: 0 (no interaction). (7) The miRNA is rno-miR-192-5p with sequence CUGACCUAUGAAUUGACAGCC. The protein sequence of the target gene is MYTSEEKCNQRTQKRKIYNVCPRKGKKIFIHMHEIIQIDGHIYQCLECKQNFCENLALIMCERTHTGEKPYKCDMCEKTFVQSSDLTSHQRIHNYEKPYKCSKCEKSFWHHLALSGHQRTHAGKKFYTCDICGKNFGQSSDLLVHQRSHTGEKPYLCSECDKCFSRSTNLIRHRRTHTGEKPFKCLECEKAFSGKSDLISHQRTHTGERPYKCNKCEKSYRHRSAFIVHKRVHTGEKPYKCGACEKCFGQKSDLIVHQRVHTGEKPYKCLECMRSFTRSANLIRHQATHTHTFKCLEYEK.... Result: 0 (no interaction). (8) The protein sequence of the target gene is MAEERPPRLVDYFVVAGLAGNGAPIPEEKWVPEPTGPLRPPRPAEPITDVAVIARALGEEVPQGYTCIQTSAGGHPLELSAGLLGGTQPVICYRRGRDKPPLVELGVLYEGKERPKLGFQVLDTTPYSHSANLAPPGPGHPRTYLMYRRAAEGAGLHALGITDLCLVLPSKGEGTPHTYCRLPRNLNPGMWGPAVYLCYKVGLAKANTLVYEAELLGRYPEEDNEAFPLPESVPVFCLPMGATIECWPAQTKYPVPVFSTFVLTGAAGDKVYGAALQFYEAFPRARLSERQARALGLMSA.... Result: 0 (no interaction). The miRNA is mmu-miR-532-5p with sequence CAUGCCUUGAGUGUAGGACCGU. (9) The miRNA is hsa-miR-4666b with sequence UUGCAUGUCAGAUUGUAAUUCCC. The protein sequence of the target gene is MEEASLCLGVSSTAPEAEPHLSGPVLNGQYAMSQKLHQITSQLSHAFPELHPRPNPEEKTPAALEEKAHVPMSGQSMGSQMALLANQLGRDVDNSLNGRVDLQQFLNGQNLGIMSQMSDIEDDARKNRKYPCPLCGKRFRFNSILSLHMRTHTGEKPFKCPYCDHRAAQKGNLKIHLRTHKLGNLGKGRGRVREENRLLHELEERAILRDKQMKGSLLQPRSDLKPLAHAQQAPLATCNLALPPNHSVPDVAHPAPSPKPANLQEDSVTPAAGFRCTFCKGKFKKREELDRHIRILHKPY.... Result: 0 (no interaction). (10) The miRNA is rno-miR-24-3p with sequence UGGCUCAGUUCAGCAGGAACAG. The protein sequence of the target gene is MPRSFLVKKIKADGFQCSGVSAPTYHPLETAYVLPGTRGPPGDNGYVAHCLPPSGYDGEQKPGLELAPAEPAYPAAASEEYSDPESPQSSLSARYFRGEAAVTDSYSMDAFFISDGRSRRRRAGAGGDAAGAGDAGGGGGGGGGGERAGRSGATAGGGHRHACAECGKTYATSSNLSRHKQTHRSLDSQLARKCPTCGKAYVSMPALAMHVLTHNLRHKCGVCGKAFSRPWLLQGHMRSHTGEKPFGCAHCGKAFADRSNLRAHMQTHSAFKHYRCRQCDKSFALKSYLHKHCEAACVKA.... Result: 0 (no interaction).